Dataset: Reaction yield outcomes from USPTO patents with 853,638 reactions. Task: Predict the reaction yield, written as a fraction of the theoretical maximum amount of product (1.0 means a 100% yield; for example, 0.34 means a 34% yield). (1) The reactants are [NH2:1][C:2]1[CH:3]=[CH:4][CH:5]=[C:6]2[C:11]=1[N:10]=[CH:9][CH:8]=[CH:7]2.[F:12][C:13]([F:25])([F:24])[C:14]1[CH:15]=[C:16]([S:20](Cl)(=[O:22])=[O:21])[CH:17]=[N:18][CH:19]=1.N1C=CC=CC=1. The catalyst is CN(C1C=CN=CC=1)C.C(Cl)Cl. The product is [N:10]1[C:11]2[C:6](=[CH:5][CH:4]=[CH:3][C:2]=2[NH:1][S:20]([C:16]2[CH:17]=[N:18][CH:19]=[C:14]([C:13]([F:25])([F:12])[F:24])[CH:15]=2)(=[O:22])=[O:21])[CH:7]=[CH:8][CH:9]=1. The yield is 0.110. (2) The reactants are C(O)(C(F)(F)F)=O.C(OC([N:15](C(OC(C)(C)C)=O)[C:16]1[C:21]([C:22]2[O:26][N:25]=[C:24]([C:27]3[CH:32]=[CH:31][C:30]([CH2:33][N:34](C)[C:35](=O)OC(C)(C)C)=[CH:29][C:28]=3[F:43])[CH:23]=2)=[CH:20][C:19]([C:44]2[CH:49]=[CH:48][C:47]([S:50]([CH:53]([CH3:55])[CH3:54])(=[O:52])=[O:51])=[CH:46][N:45]=2)=[CH:18][N:17]=1)=O)(C)(C)C. The catalyst is C(Cl)Cl. The product is [F:43][C:28]1[CH:29]=[C:30]([CH2:33][NH:34][CH3:35])[CH:31]=[CH:32][C:27]=1[C:24]1[CH:23]=[C:22]([C:21]2[C:16]([NH2:15])=[N:17][CH:18]=[C:19]([C:44]3[CH:49]=[CH:48][C:47]([S:50]([CH:53]([CH3:54])[CH3:55])(=[O:51])=[O:52])=[CH:46][N:45]=3)[CH:20]=2)[O:26][N:25]=1. The yield is 0.0700. (3) The reactants are [C:1](Cl)(=[O:8])[C:2]1[CH:7]=[CH:6][CH:5]=[CH:4][CH:3]=1.[CH3:10][O:11][C:12]([C:14]1[O:15][CH:16]=[CH:17][CH:18]=1)=[O:13].O. The catalyst is C(Cl)(Cl)(Cl)Cl. The product is [C:2]1([C:1]([C:16]2[O:15][C:14]([C:12]([O:11][CH3:10])=[O:13])=[CH:18][CH:17]=2)=[O:8])[CH:7]=[CH:6][CH:5]=[CH:4][CH:3]=1. The yield is 0.650. (4) The reactants are [CH:1](=O)[CH2:2][CH2:3][CH2:4][CH2:5][CH2:6][CH2:7][CH2:8]/[CH:9]=[CH:10]\[CH2:11]/[CH:12]=[CH:13]\[CH2:14][CH2:15][CH2:16][CH2:17][CH3:18].[CH3:20][N:21]([CH3:26])[CH2:22][CH2:23][CH2:24][NH2:25].C(O[BH-](OC(=O)C)OC(=O)C)(=O)C.[Na+]. The catalyst is O1CCCC1.C(OCC)(=O)C. The product is [CH3:20][N:21]([CH3:26])[CH2:22][CH2:23][CH2:24][NH:25][CH2:1][CH2:2][CH2:3][CH2:4][CH2:5][CH2:6][CH2:7][CH2:8]/[CH:9]=[CH:10]\[CH2:11]/[CH:12]=[CH:13]\[CH2:14][CH2:15][CH2:16][CH2:17][CH3:18]. The yield is 0.300.